This data is from Cav3 T-type calcium channel HTS with 100,875 compounds. The task is: Binary Classification. Given a drug SMILES string, predict its activity (active/inactive) in a high-throughput screening assay against a specified biological target. (1) The drug is O(c1c(cccc1)C(O)=O)c1c(OC)cccc1. The result is 0 (inactive). (2) The drug is O=C(N1CCN(CC1)c1nc(N2CCOCC2)nc(n1)NCCOCCOCCOCC#C)C(n1nnc(c1)C(N)CO)C(CC)C. The result is 0 (inactive). (3) The molecule is Fc1ccc(N2CCN(CC2)C(=O)c2n[nH]c(=O)c3c2cccc3)cc1. The result is 0 (inactive). (4) The molecule is S(=O)(=O)(C1(CCN(CC1)Cc1ccccc1)C(OCC)=O)c1ccccc1. The result is 0 (inactive). (5) The result is 0 (inactive). The compound is S(CCC(=O)NCc1occc1)c1ccc(cc1)C. (6) The molecule is OC1(C(CNC(C1)C)(CCC#N)C)C#C. The result is 0 (inactive). (7) The result is 0 (inactive). The molecule is O(C1=CC(=O)/C(=c2\[nH]c(ncc2c2ccc(OC)cc2)N)C=C1)CC(C)=C. (8) The molecule is FC(F)(F)c1nccc(N(C)C)c1C(=O)C. The result is 0 (inactive). (9) The molecule is Fc1c(N\N=C(/C(N2CCOCC2)=N)C#N)cccc1. The result is 0 (inactive). (10) The molecule is S(=O)(=O)(N1C(CN(S(=O)(=O)c2ccc(cc2)C)CC1)C(OC)=O)c1ccc(cc1)C. The result is 0 (inactive).